From a dataset of Reaction yield outcomes from USPTO patents with 853,638 reactions. Predict the reaction yield, written as a fraction of the theoretical maximum amount of product (1.0 means a 100% yield; for example, 0.34 means a 34% yield). (1) The reactants are [NH2:1][C:2]1[N:27]=[C:5]2[CH:6]=[CH:7][C:8]([O:10][C:11]3[CH:12]=[C:13]([NH:17][C:18]([C:20]4[C:25]([CH3:26])=[CH:24][CH:23]=[CH:22][N:21]=4)=[O:19])[CH:14]=[CH:15][CH:16]=3)=[CH:9][N:4]2[N:3]=1.[C:28](Cl)(=[O:31])[CH2:29][CH3:30]. The catalyst is CN(C)C(=O)C.C(=O)([O-])O.[Na+]. The product is [CH3:26][C:25]1[C:20]([C:18]([NH:17][C:13]2[CH:14]=[CH:15][CH:16]=[C:11]([O:10][C:8]3[CH:7]=[CH:6][C:5]4[N:4]([N:3]=[C:2]([NH:1][C:28](=[O:31])[CH2:29][CH3:30])[N:27]=4)[CH:9]=3)[CH:12]=2)=[O:19])=[N:21][CH:22]=[CH:23][CH:24]=1. The yield is 0.730. (2) The reactants are [CH3:1][C:2]1[O:6][C:5]([C:7]2[CH:12]=[CH:11][CH:10]=[CH:9][CH:8]=2)=[N:4][C:3]=1[CH2:13][CH2:14]OS(C1C=CC(C)=CC=1)(=O)=O.[C-:26]#[N:27].[Na+].C(=O)(O)[O-].[K+].O. The catalyst is CS(C)=O. The product is [CH3:1][C:2]1[O:6][C:5]([C:7]2[CH:8]=[CH:9][CH:10]=[CH:11][CH:12]=2)=[N:4][C:3]=1[CH2:13][CH2:14][C:26]#[N:27]. The yield is 0.980.